From a dataset of Experimentally validated miRNA-target interactions with 360,000+ pairs, plus equal number of negative samples. Binary Classification. Given a miRNA mature sequence and a target amino acid sequence, predict their likelihood of interaction. (1) The miRNA is hsa-miR-324-5p with sequence CGCAUCCCCUAGGGCAUUGGUG. The protein sequence of the target gene is MMLSTEGREGFVVKVRGLPWSCSADEVMRFFSDCKIQNGTSGIRFIYTREGRPSGEAFVELESEEEVKLALKKDRETMGHRYVEVFKSNSVEMDWVLKHTGPNSPDTANDGFVRLRGLPFGCSKEEIVQFFSGLEIVPNGMTLPVDFQGRSTGEAFVQFASQEIAEKALKKHKERIGHRYIEIFKSSRAEVRTHYDPPRKLMAMQRPGPYDRPGAGRGYNSIGRGAGFERMRRGAYGGGYGGYDDYGGYNDGYGFGSDRFGRDLNYCFSGMSDHRYGDGGSSFQSTTGHCVHMRGLPYRA.... Result: 1 (interaction). (2) The miRNA is mmu-let-7e-5p with sequence UGAGGUAGGAGGUUGUAUAGUU. The protein sequence of the target gene is MWVSWAPGLWLLGLWATFGHGANTGAQCPPSQQEGLKLEHSSSLPANVTGFNLIHRLSLMKTSAIKKIRNPKGPLILRLGAAPVTQPTRRVFPRGLPEEFALVLTLLLKKHTHQKTWYLFQVTDANGYPQISLEVNSQERSLELRAQGQDGDFVSCIFPVPQLFDLRWHKLMLSVAGRVASVHVDCSSASSQPLGPRRPMRPVGHVFLGLDAEQGKPVSFDLQQVHIYCDPELVLEEGCCEILPAGCPPETSKARRDTQSNELIEINPQSEGKVYTRCFCLEEPQNSEVDAQLTGRISQK.... Result: 0 (no interaction). (3) The protein sequence of the target gene is MTNSSFFCPVYKDLEPFTYFFYLVFLVGIIGSCFATWAFIQKNTNHRCVSIYLINLLTADFLLTLALPVKIVVDLGVAPWKLKIFHCQVTACLIYINMYLSIIFLAFVSIDRCLQLTHSCKIYRIQEPGFAKMISTVVWLMVLLIMVPNMMIPIKDIKEKSNVGCMEFKKEFGRNWHLLTNFICVAIFLNFSAIILISNCLVIRQLYRNKDNENYPNVKKALINILLVTTGYIICFVPYHIVRIPYTLSQTEVITDCSTRISLFKAKEATLLLAVSNLCFDPILYYHLSKAFRSKVTETF.... Result: 0 (no interaction). The miRNA is hsa-miR-6844 with sequence UUCUUUGUUUUUAAUUCACAG.